This data is from NCI-60 drug combinations with 297,098 pairs across 59 cell lines. The task is: Regression. Given two drug SMILES strings and cell line genomic features, predict the synergy score measuring deviation from expected non-interaction effect. Drug 1: CC1C(C(CC(O1)OC2CC(CC3=C2C(=C4C(=C3O)C(=O)C5=C(C4=O)C(=CC=C5)OC)O)(C(=O)C)O)N)O.Cl. Drug 2: C1=CC(=CC=C1C#N)C(C2=CC=C(C=C2)C#N)N3C=NC=N3. Cell line: HS 578T. Synergy scores: CSS=22.5, Synergy_ZIP=-1.67, Synergy_Bliss=6.45, Synergy_Loewe=-11.6, Synergy_HSA=3.86.